This data is from Catalyst prediction with 721,799 reactions and 888 catalyst types from USPTO. The task is: Predict which catalyst facilitates the given reaction. (1) Reactant: [O-:1][CH2:2][CH3:3].[Na+].Cl[C:6]1[CH:7]=[N:8][CH:9]=[CH:10][C:11]=1[C:12]#[N:13]. Product: [CH2:2]([O:1][C:10]1[CH:9]=[N:8][CH:7]=[CH:6][C:11]=1[C:12]#[N:13])[CH3:3]. The catalyst class is: 3. (2) Reactant: Br[C:2]1[C:3]2[S:11][CH:10]=[CH:9][C:4]=2[C:5](=[O:8])[NH:6][CH:7]=1.[C:12]([Cu])#[N:13].Cl. Product: [C:12]([C:2]1[C:3]2[S:11][CH:10]=[CH:9][C:4]=2[C:5](=[O:8])[NH:6][CH:7]=1)#[N:13]. The catalyst class is: 3. (3) Reactant: [CH3:1][N:2]1[C@@H:12]2[CH2:13][C:14]3[CH:19]=[CH:18][C:17]([OH:20])=[C:16]4[O:21][C@H:6]5[C:7]([CH:9]=[CH:10][C@:11]2([OH:22])[C@:5]5([C:15]=34)[CH2:4][CH2:3]1)=[O:8].C(=O)(O)[O-].[Na+].[I-].[Na+].[Br-].Cl.[CH2:32](O)[CH3:33]. Product: [CH2:32]=[CH:33][CH2:1][N:2]1[C@@H:12]2[CH2:13][C:14]3[CH:19]=[CH:18][C:17]([OH:20])=[C:16]4[O:21][C@H:6]5[C:7]([CH2:9][CH2:10][C@:11]2([OH:22])[C@:5]5([C:15]=34)[CH2:4][CH2:3]1)=[O:8]. The catalyst class is: 9.